Dataset: Forward reaction prediction with 1.9M reactions from USPTO patents (1976-2016). Task: Predict the product of the given reaction. (1) The product is: [CH:6]1([CH2:1][O:7][C:8]2[O:9][C:10]([C:17]([NH:19][C:20]3[CH:25]=[CH:24][C:23]([N:26]4[CH2:31][CH2:30][N:12]([C:8]([O:9][CH:38]5[CH2:39][CH2:40][CH2:41][CH2:42]5)=[O:7])[CH2:28][CH2:27]4)=[N:22][CH:21]=3)=[O:18])=[C:11]([C:13]([F:14])([F:16])[F:15])[N:12]=2)[CH2:5][CH2:4][CH2:3][CH2:2]1. Given the reactants [CH:1]1([O:7][C:8]2[O:9][C:10]([C:17]([NH:19][C:20]3[CH:21]=[N:22][C:23]([N:26]4[CH2:31][CH2:30]C(C5C=CC=CC=5)[CH2:28][CH2:27]4)=[CH:24][CH:25]=3)=[O:18])=[C:11]([C:13]([F:16])([F:15])[F:14])[N:12]=2)[CH2:6][CH2:5][CH2:4][CH2:3][CH2:2]1.[CH:38]1(CO)[CH2:42][CH2:41][CH2:40][CH2:39]1, predict the reaction product. (2) Given the reactants [CH3:1][C:2]1[C:17]([CH3:18])=[CH:16][C:5]([NH:6][CH2:7][CH2:8][CH2:9][C:10]2[CH:11]=[N:12][CH:13]=[CH:14][CH:15]=2)=[C:4]([N+:19]([O-])=O)[CH:3]=1, predict the reaction product. The product is: [CH3:1][C:2]1[CH:3]=[C:4]([NH2:19])[C:5]([NH:6][CH2:7][CH2:8][CH2:9][C:10]2[CH:11]=[N:12][CH:13]=[CH:14][CH:15]=2)=[CH:16][C:17]=1[CH3:18]. (3) Given the reactants Cl[C:2]1[CH:9]=[CH:8][C:5]([CH:6]=[O:7])=[C:4]([O:10][CH3:11])[N:3]=1.[CH:12]1(B(O)O)[CH2:14][CH2:13]1.C(=O)([O-])[O-].[Na+].[Na+], predict the reaction product. The product is: [CH:12]1([C:2]2[CH:9]=[CH:8][C:5]([CH:6]=[O:7])=[C:4]([O:10][CH3:11])[N:3]=2)[CH2:14][CH2:13]1. (4) Given the reactants [Cl:1][C:2]1[CH:7]=[CH:6][C:5]([C:8]2[NH:13][C:12](=[O:14])[C:11]([C:15]([OH:17])=[O:16])=[CH:10][C:9]=2[C:18]2[CH:23]=[CH:22][CH:21]=[CH:20][CH:19]=2)=[CH:4][CH:3]=1.[CH3:24]O, predict the reaction product. The product is: [Cl:1][C:2]1[CH:3]=[CH:4][C:5]([C:8]2[NH:13][C:12](=[O:14])[C:11]([C:15]([O:17][CH3:24])=[O:16])=[CH:10][C:9]=2[C:18]2[CH:19]=[CH:20][CH:21]=[CH:22][CH:23]=2)=[CH:6][CH:7]=1. (5) Given the reactants Cl[C:2]1[N:7]=[CH:6][C:5]([CH2:8][C:9]#[N:10])=[CH:4][CH:3]=1.[C:11]([C:15]1[CH:20]=[CH:19][C:18](B(O)O)=[CH:17][CH:16]=1)([CH3:14])([CH3:13])[CH3:12].O.P([O-])([O-])([O-])=O.[K+].[K+].[K+], predict the reaction product. The product is: [C:11]([C:15]1[CH:20]=[CH:19][C:18]([C:2]2[N:7]=[CH:6][C:5]([CH2:8][C:9]#[N:10])=[CH:4][CH:3]=2)=[CH:17][CH:16]=1)([CH3:14])([CH3:13])[CH3:12].